This data is from Full USPTO retrosynthesis dataset with 1.9M reactions from patents (1976-2016). The task is: Predict the reactants needed to synthesize the given product. Given the product [NH2:1][CH:4]([C:6]1[C:15]([C:16]2[CH:21]=[CH:20][CH:19]=[CH:18][CH:17]=2)=[C:14]([C:22]([O:24][CH3:25])=[O:23])[C:13]2[C:8](=[CH:9][CH:10]=[C:11]([F:26])[CH:12]=2)[N:7]=1)[CH3:5], predict the reactants needed to synthesize it. The reactants are: [N:1]([CH:4]([C:6]1[C:15]([C:16]2[CH:21]=[CH:20][CH:19]=[CH:18][CH:17]=2)=[C:14]([C:22]([O:24][CH3:25])=[O:23])[C:13]2[C:8](=[CH:9][CH:10]=[C:11]([F:26])[CH:12]=2)[N:7]=1)[CH3:5])=[N+]=[N-].